From a dataset of Full USPTO retrosynthesis dataset with 1.9M reactions from patents (1976-2016). Predict the reactants needed to synthesize the given product. (1) Given the product [F:32][C:30]([F:31])([F:33])[S:29][C:26]1[CH:27]=[CH:28][C:23]([CH2:22][O:1][C:2]2[CH:7]=[N:6][C:5]([N:8]3[CH2:9][CH2:10][N:11]([C:14]([O:16][C:17]([CH3:20])([CH3:19])[CH3:18])=[O:15])[CH2:12][CH2:13]3)=[N:4][CH:3]=2)=[CH:24][CH:25]=1, predict the reactants needed to synthesize it. The reactants are: [OH:1][C:2]1[CH:3]=[N:4][C:5]([N:8]2[CH2:13][CH2:12][N:11]([C:14]([O:16][C:17]([CH3:20])([CH3:19])[CH3:18])=[O:15])[CH2:10][CH2:9]2)=[N:6][CH:7]=1.Br[CH2:22][C:23]1[CH:28]=[CH:27][C:26]([S:29][C:30]([F:33])([F:32])[F:31])=[CH:25][CH:24]=1.C(=O)([O-])[O-].[Cs+].[Cs+]. (2) Given the product [F:1][C:2]1[CH:9]=[CH:8][C:5]([CH:6]2[C:23]3[C:24](=[O:28])[NH:25][N:26]([CH3:27])[C:22]=3[NH:21][C:19]3[CH2:14][CH2:15][C:16](=[O:17])[C:18]2=3)=[CH:4][C:3]=1[C:10]([F:13])([F:12])[F:11], predict the reactants needed to synthesize it. The reactants are: [F:1][C:2]1[CH:9]=[CH:8][C:5]([CH:6]=O)=[CH:4][C:3]=1[C:10]([F:13])([F:12])[F:11].[CH2:14]1[C:19](=O)[CH2:18][C:16](=[O:17])[CH2:15]1.[NH2:21][C:22]1[N:26]([CH3:27])[NH:25][C:24](=[O:28])[CH:23]=1. (3) The reactants are: [Cl:1][C:2]1C=[C:6]([N:8]2[CH2:13][CH2:12][CH:11]([C:14]([O:16]CC)=O)[CH2:10][CH2:9]2)[CH:5]=[CH:4][N:3]=1.Cl.Cl.[NH2:21][CH2:22][CH2:23][O:24][C:25]1[CH:30]=[C:29]([C:31]#[N:32])[CH:28]=[CH:27][C:26]=1[CH2:33][CH2:34][C:35]([O:37][CH2:38][CH3:39])=[O:36].C([N:42](CC)CC)C. Given the product [C:31]([C:29]1[CH:28]=[CH:27][C:26]([CH2:33][CH2:34][C:35]([O:37][CH2:38][CH3:39])=[O:36])=[C:25]([O:24][CH2:23][CH2:22][NH:21][C:14]([CH:11]2[CH2:10][CH2:9][N:8]([C:6]3[CH:5]=[CH:4][N:3]=[C:2]([Cl:1])[N:42]=3)[CH2:13][CH2:12]2)=[O:16])[CH:30]=1)#[N:32], predict the reactants needed to synthesize it.